From a dataset of Full USPTO retrosynthesis dataset with 1.9M reactions from patents (1976-2016). Predict the reactants needed to synthesize the given product. (1) Given the product [NH2:13][C:11]([C:9]1[CH:10]=[C:2]([C:20]2[CH:21]=[CH:22][C:17]([C:14]([OH:16])=[O:15])=[CH:18][CH:19]=2)[CH:3]=[C:4]2[C:8]=1[NH:7][CH:6]=[CH:5]2)=[O:12], predict the reactants needed to synthesize it. The reactants are: Br[C:2]1[CH:3]=[C:4]2[C:8](=[C:9]([C:11]([NH2:13])=[O:12])[CH:10]=1)[NH:7][CH:6]=[CH:5]2.[C:14]([C:17]1[CH:22]=[CH:21][C:20](B(O)O)=[CH:19][CH:18]=1)([OH:16])=[O:15].P([O-])([O-])([O-])=O.[K+].[K+].[K+].CO. (2) Given the product [N+:1]([C:4]1[CH:9]=[CH:8][C:7]([O:10][CH2:12][CH2:13][OH:14])=[CH:6][CH:5]=1)([O-:3])=[O:2], predict the reactants needed to synthesize it. The reactants are: [N+:1]([C:4]1[CH:9]=[CH:8][C:7]([OH:10])=[CH:6][CH:5]=1)([O-:3])=[O:2].Br[CH2:12][CH2:13][OH:14].C(=O)([O-])[O-].[K+].[K+]. (3) The reactants are: Br[C:2]1[CH:23]=[CH:22][C:5]([CH2:6][O:7][C:8]2[CH:9]=[C:10]3[C:15](=[CH:16][CH:17]=2)[CH2:14][CH:13]([CH2:18][N:19]([CH3:21])[CH3:20])[CH2:12][CH2:11]3)=[CH:4][CH:3]=1.[CH3:24][O:25][C:26]1[CH:31]=[CH:30][C:29](OB(O)O)=[CH:28][CH:27]=1.C(=O)([O-])[O-].[Na+].[Na+].[Cl-:42].[Na+]. Given the product [ClH:42].[CH3:20][N:19]([CH2:18][CH:13]1[CH2:12][CH2:11][C:10]2[C:15](=[CH:16][CH:17]=[C:8]([O:7][CH2:6][C:5]3[CH:22]=[CH:23][C:2]([C:29]4[CH:30]=[CH:31][C:26]([O:25][CH3:24])=[CH:27][CH:28]=4)=[CH:3][CH:4]=3)[CH:9]=2)[CH2:14]1)[CH3:21], predict the reactants needed to synthesize it. (4) The reactants are: [F:1][C:2]1[CH:7]=[CH:6][C:5]([NH:8][C:9]([C:11]2([C:14]([OH:16])=O)[CH2:13][CH2:12]2)=[O:10])=[CH:4][CH:3]=1.F[P-](F)(F)(F)(F)F.N1(O[P+](N(C)C)(N(C)C)N(C)C)C2C=CC=CC=2N=N1.Cl.[NH2:45][C:46]1[CH:51]=[CH:50][C:49]([OH:52])=[CH:48][C:47]=1[F:53]. Given the product [F:1][C:2]1[CH:3]=[CH:4][C:5]([NH:8][C:9]([C:11]2([C:14]([NH:45][C:46]3[CH:51]=[CH:50][C:49]([OH:52])=[CH:48][C:47]=3[F:53])=[O:16])[CH2:12][CH2:13]2)=[O:10])=[CH:6][CH:7]=1, predict the reactants needed to synthesize it. (5) Given the product [F:37][C:34]([F:35])([F:36])[C:32]1[CH:33]=[C:28]([S:25]([C:22]2[CH:21]=[CH:20][C:19]([C:16]3[C:15]4[C:10](=[CH:11][CH:12]=[C:13]([Cl:42])[CH:14]=4)[CH:9]=[C:8]([CH2:7][C:6]([OH:43])=[O:5])[C:17]=3[CH3:18])=[CH:24][CH:23]=2)(=[O:26])=[O:27])[CH:29]=[C:30]([C:38]([F:39])([F:40])[F:41])[CH:31]=1, predict the reactants needed to synthesize it. The reactants are: O.[OH-].[Li+].C[O:5][C:6](=[O:43])[CH2:7][C:8]1[C:17]([CH3:18])=[C:16]([C:19]2[CH:24]=[CH:23][C:22]([S:25]([C:28]3[CH:33]=[C:32]([C:34]([F:37])([F:36])[F:35])[CH:31]=[C:30]([C:38]([F:41])([F:40])[F:39])[CH:29]=3)(=[O:27])=[O:26])=[CH:21][CH:20]=2)[C:15]2[C:10](=[CH:11][CH:12]=[C:13]([Cl:42])[CH:14]=2)[CH:9]=1. (6) Given the product [Br:1][C:2]1[CH:3]=[C:4]([CH2:8][CH:9]([CH:12]=[O:13])[C:10]#[N:11])[CH:5]=[CH:6][CH:7]=1, predict the reactants needed to synthesize it. The reactants are: [Br:1][C:2]1[CH:3]=[C:4]([CH2:8][CH2:9][C:10]#[N:11])[CH:5]=[CH:6][CH:7]=1.[CH:12](OCC)=[O:13].[H-].[Na+].Cl. (7) Given the product [F:29][C:26]1[CH:27]=[CH:28][C:23]2[N:24]([C:30]([CH3:31])=[C:21]([C:9]3[CH:10]=[C:11]([C:15]([OH:18])([CH3:16])[CH3:17])[CH:12]=[N:13][CH:14]=3)[N:22]=2)[CH:25]=1, predict the reactants needed to synthesize it. The reactants are: CC1(C)C(C)(C)OB([C:9]2[CH:10]=[C:11]([C:15]([OH:18])([CH3:17])[CH3:16])[CH:12]=[N:13][CH:14]=2)O1.Cl[C:21]1[N:22]=[C:23]2[CH:28]=[CH:27][C:26]([F:29])=[CH:25][N:24]2[C:30]=1[CH3:31].C1(P(C2CCCCC2)C2C=CC=CC=2C2C(OC)=CC=CC=2OC)CCCCC1.[O-]P([O-])([O-])=O.[K+].[K+].[K+].